Dataset: Peptide-MHC class II binding affinity with 134,281 pairs from IEDB. Task: Regression. Given a peptide amino acid sequence and an MHC pseudo amino acid sequence, predict their binding affinity value. This is MHC class II binding data. (1) The peptide sequence is GINTIPIAINEAEYV. The MHC is DRB1_1001 with pseudo-sequence DRB1_1001. The binding affinity (normalized) is 0.394. (2) The peptide sequence is IFIFRDSDDWLNKYS. The MHC is DRB3_0202 with pseudo-sequence DRB3_0202. The binding affinity (normalized) is 0.302.